This data is from Catalyst prediction with 721,799 reactions and 888 catalyst types from USPTO. The task is: Predict which catalyst facilitates the given reaction. (1) Reactant: O1CCCCC1[N:7]1[C:15]2[C:10](=[CH:11][C:12]([C:16]3[N:20]=[CH:19][N:18](C(C4C=CC=CC=4)(C4C=CC=CC=4)C4C=CC=CC=4)[N:17]=3)=[CH:13][CH:14]=2)[C:9]([C:40]2[CH:45]=[CH:44][C:43]([NH2:46])=[CH:42][CH:41]=2)=[N:8]1.C(N(CC)CC)C.[O:54]1[CH:58]=[CH:57][CH:56]=[C:55]1[C:59](Cl)=[O:60].C(=O)(O)[O-].[Na+]. Product: [NH:17]1[C:16]([C:12]2[CH:11]=[C:10]3[C:15](=[CH:14][CH:13]=2)[NH:7][N:8]=[C:9]3[C:40]2[CH:45]=[CH:44][C:43]([NH:46][C:59]([C:55]3[O:54][CH:58]=[CH:57][CH:56]=3)=[O:60])=[CH:42][CH:41]=2)=[N:20][CH:19]=[N:18]1. The catalyst class is: 7. (2) Reactant: [C:1]([O:5][C:6]([N:8]1[CH2:13][CH2:12][CH2:11][CH:10]([C:14](=O)[NH:15][C:16]2[CH:21]=[CH:20][CH:19]=[CH:18][C:17]=2[F:22])[CH2:9]1)=[O:7])([CH3:4])([CH3:3])[CH3:2].B.C1COCC1. Product: [C:1]([O:5][C:6]([N:8]1[CH2:13][CH2:12][CH2:11][CH:10]([CH2:14][NH:15][C:16]2[CH:21]=[CH:20][CH:19]=[CH:18][C:17]=2[F:22])[CH2:9]1)=[O:7])([CH3:4])([CH3:2])[CH3:3]. The catalyst class is: 1. (3) Reactant: [F:1][C:2]([F:25])([F:24])[C:3]1[CH:8]=[CH:7][C:6]([C:9]2[S:10][C:11]([C:19](OCC)=[O:20])=[C:12]([C:14](OCC)=[O:15])[N:13]=2)=[CH:5][CH:4]=1.CO.C(O)(=O)C.[BH4-].[Na+]. Product: [OH:20][CH2:19][C:11]1[S:10][C:9]([C:6]2[CH:5]=[CH:4][C:3]([C:2]([F:25])([F:24])[F:1])=[CH:8][CH:7]=2)=[N:13][C:12]=1[CH2:14][OH:15]. The catalyst class is: 207.